From a dataset of NCI-60 drug combinations with 297,098 pairs across 59 cell lines. Regression. Given two drug SMILES strings and cell line genomic features, predict the synergy score measuring deviation from expected non-interaction effect. (1) Drug 1: CC(C)CN1C=NC2=C1C3=CC=CC=C3N=C2N. Drug 2: CC1CCCC2(C(O2)CC(NC(=O)CC(C(C(=O)C(C1O)C)(C)C)O)C(=CC3=CSC(=N3)C)C)C. Cell line: NCI-H522. Synergy scores: CSS=49.3, Synergy_ZIP=2.06, Synergy_Bliss=1.29, Synergy_Loewe=-11.3, Synergy_HSA=1.33. (2) Synergy scores: CSS=15.4, Synergy_ZIP=-10.6, Synergy_Bliss=-10.4, Synergy_Loewe=-10.5, Synergy_HSA=-9.32. Drug 1: C1=C(C(=O)NC(=O)N1)F. Drug 2: CC1=C(C(CCC1)(C)C)C=CC(=CC=CC(=CC(=O)O)C)C. Cell line: NCI-H522. (3) Cell line: MALME-3M. Synergy scores: CSS=16.8, Synergy_ZIP=-5.20, Synergy_Bliss=0.721, Synergy_Loewe=2.22, Synergy_HSA=1.58. Drug 2: C1CN(CCN1C(=O)CCBr)C(=O)CCBr. Drug 1: C1=NC(=NC(=O)N1C2C(C(C(O2)CO)O)O)N. (4) Drug 2: CN(C(=O)NC(C=O)C(C(C(CO)O)O)O)N=O. Cell line: MALME-3M. Synergy scores: CSS=11.6, Synergy_ZIP=-4.01, Synergy_Bliss=-2.13, Synergy_Loewe=-36.3, Synergy_HSA=-2.71. Drug 1: C1CC(C1)(C(=O)O)C(=O)O.[NH2-].[NH2-].[Pt+2]. (5) Drug 1: C1=CN(C(=O)N=C1N)C2C(C(C(O2)CO)O)O.Cl. Drug 2: N.N.Cl[Pt+2]Cl. Cell line: PC-3. Synergy scores: CSS=59.0, Synergy_ZIP=-4.54, Synergy_Bliss=-4.55, Synergy_Loewe=0.334, Synergy_HSA=1.83. (6) Drug 1: C1CC(C1)(C(=O)O)C(=O)O.[NH2-].[NH2-].[Pt+2]. Drug 2: C1CN(P(=O)(OC1)NCCCl)CCCl. Cell line: OVCAR-5. Synergy scores: CSS=8.63, Synergy_ZIP=-2.45, Synergy_Bliss=-1.56, Synergy_Loewe=-0.818, Synergy_HSA=-0.211. (7) Drug 1: C(=O)(N)NO. Drug 2: CC(C)CN1C=NC2=C1C3=CC=CC=C3N=C2N. Cell line: SF-539. Synergy scores: CSS=0.809, Synergy_ZIP=0.597, Synergy_Bliss=0.287, Synergy_Loewe=0.525, Synergy_HSA=-0.761. (8) Drug 1: C1CCN(CC1)CCOC2=CC=C(C=C2)C(=O)C3=C(SC4=C3C=CC(=C4)O)C5=CC=C(C=C5)O. Drug 2: C1=NNC2=C1C(=O)NC=N2. Cell line: SF-539. Synergy scores: CSS=7.53, Synergy_ZIP=-3.14, Synergy_Bliss=0.186, Synergy_Loewe=2.34, Synergy_HSA=1.73.